This data is from Full USPTO retrosynthesis dataset with 1.9M reactions from patents (1976-2016). The task is: Predict the reactants needed to synthesize the given product. (1) Given the product [N:1]1([C:7]2[CH:12]=[CH:11][C:10]([C:13]3[CH:22]=[C:21]4[C:16]([CH:17]=[CH:18][CH:19]=[N:20]4)=[C:15]([NH:23][CH:24]4[CH2:25][CH2:26][CH:27]([NH:30][C:40](=[O:42])[CH3:41])[CH2:28][CH2:29]4)[N:14]=3)=[CH:9][CH:8]=2)[CH2:6][CH2:5][O:4][CH2:3][CH2:2]1, predict the reactants needed to synthesize it. The reactants are: [N:1]1([C:7]2[CH:12]=[CH:11][C:10]([C:13]3[CH:22]=[C:21]4[C:16]([CH:17]=[CH:18][CH:19]=[N:20]4)=[C:15]([NH:23][CH:24]4[CH2:29][CH2:28][CH:27]([NH2:30])[CH2:26][CH2:25]4)[N:14]=3)=[CH:9][CH:8]=2)[CH2:6][CH2:5][O:4][CH2:3][CH2:2]1.C(N(C(C)C)CC)(C)C.[C:40](Cl)(=[O:42])[CH3:41]. (2) Given the product [CH3:38][S:39]([N:26]1[CH2:25][CH:24]=[C:23]([C:22]2[N:16]3[C:17]([CH:18]=[N:19][C:14]([NH:13][C:10]4[CH:11]=[CH:12][C:7]([N:1]5[CH2:2][CH2:3][O:4][CH2:5][CH2:6]5)=[CH:8][CH:9]=4)=[N:15]3)=[CH:20][CH:21]=2)[CH2:28][CH2:27]1)(=[O:41])=[O:40], predict the reactants needed to synthesize it. The reactants are: [N:1]1([C:7]2[CH:12]=[CH:11][C:10]([NH:13][C:14]3[N:19]=[CH:18][C:17]4=[CH:20][CH:21]=[C:22]([C:23]5[CH2:24][CH2:25][NH:26][CH2:27][CH:28]=5)[N:16]4[N:15]=3)=[CH:9][CH:8]=2)[CH2:6][CH2:5][O:4][CH2:3][CH2:2]1.C(#N)C.C(=O)([O-])[O-].[K+].[K+].[CH3:38][S:39](Cl)(=[O:41])=[O:40]. (3) Given the product [F:18][C:19]1[CH:24]=[CH:23][C:22]([C:2]2[CH:7]=[CH:6][N:5]=[C:4]([NH:8][C:9]3[CH:14]=[CH:13][CH:12]=[C:11]([N+:15]([O-:17])=[O:16])[CH:10]=3)[CH:3]=2)=[C:21]([O:28][CH3:29])[CH:20]=1, predict the reactants needed to synthesize it. The reactants are: I[C:2]1[CH:7]=[CH:6][N:5]=[C:4]([NH:8][C:9]2[CH:14]=[CH:13][CH:12]=[C:11]([N+:15]([O-:17])=[O:16])[CH:10]=2)[CH:3]=1.[F:18][C:19]1[CH:24]=[CH:23][C:22](B(O)O)=[C:21]([O:28][CH3:29])[CH:20]=1.ClC1C=C(C2C=CC(F)=CC=2OC)C=CN=1. (4) Given the product [C:1]([C:5]1[CH:32]=[C:8]2[N:9]=[C:10]([CH3:31])[C:11]([CH:23]([CH2:28][CH2:29][CH3:30])[C:24]([OH:26])=[O:25])=[C:12]([C:13]3[CH:21]=[C:20]4[C:16]([CH:17]=[CH:18][N:19]4[CH3:22])=[CH:15][CH:14]=3)[N:7]2[N:6]=1)([CH3:3])([CH3:4])[CH3:2], predict the reactants needed to synthesize it. The reactants are: [C:1]([C:5]1[CH:32]=[C:8]2[N:9]=[C:10]([CH3:31])[C:11]([CH:23]([CH2:28][CH2:29][CH3:30])[C:24]([O:26]C)=[O:25])=[C:12]([C:13]3[CH:21]=[C:20]4[C:16]([CH:17]=[CH:18][N:19]4[CH3:22])=[CH:15][CH:14]=3)[N:7]2[N:6]=1)([CH3:4])([CH3:3])[CH3:2].[OH-].[Na+].